This data is from Full USPTO retrosynthesis dataset with 1.9M reactions from patents (1976-2016). The task is: Predict the reactants needed to synthesize the given product. Given the product [CH:25]1[C:14]2=[C:15]3[C:23](=[N:24][C:12]([O:11][C@:8]4([O:10][C@H:4]([C:3]([OH:41])=[O:2])[C@@H:5]([OH:37])[C@H:6]([OH:33])[C@H:7]4[OH:29])[OH:9])=[C:13]2[CH:28]=[CH:27][CH:26]=1)[C:22]1[C:17](=[CH:18][CH:19]=[CH:20][CH:21]=1)[O:16]3, predict the reactants needed to synthesize it. The reactants are: C[O:2][C:3](=[O:41])[C@H:4]1[O:10][C@@:8]([O:11][C:12]2[N:24]=[C:23]3[C:15]([O:16][C:17]4[C:22]3=[CH:21][CH:20]=[CH:19][CH:18]=4)=[C:14]3[CH:25]=[CH:26][CH:27]=[CH:28][C:13]=23)([OH:9])[C@H:7]([O:29]C(=O)C)[C@@H:6]([O:33]C(=O)C)[C@@H:5]1[O:37]C(=O)C.[OH-].[Na+].O.Cl.